From a dataset of Catalyst prediction with 721,799 reactions and 888 catalyst types from USPTO. Predict which catalyst facilitates the given reaction. (1) Reactant: B(Br)(Br)Br.C[O:6][C:7]1[CH:34]=[CH:33][C:10]2[CH2:11][C@@H:12]([CH2:28][C:29]([O:31][CH3:32])=[O:30])[C:13](=[O:27])[N:14]([CH2:16][C:17]3[CH:22]=[CH:21][C:20]([C:23]([F:26])([F:25])[F:24])=[CH:19][CH:18]=3)[CH2:15][C:9]=2[CH:8]=1. Product: [OH:6][C:7]1[CH:34]=[CH:33][C:10]2[CH2:11][C@@H:12]([CH2:28][C:29]([O:31][CH3:32])=[O:30])[C:13](=[O:27])[N:14]([CH2:16][C:17]3[CH:18]=[CH:19][C:20]([C:23]([F:26])([F:24])[F:25])=[CH:21][CH:22]=3)[CH2:15][C:9]=2[CH:8]=1. The catalyst class is: 2. (2) Reactant: [CH3:1][S:2]([O:5][C@H:6]([CH3:30])[CH2:7][N:8]([C:20]([O:22][CH2:23][C:24]1[CH:29]=[CH:28][CH:27]=[CH:26][CH:25]=1)=[O:21])[CH2:9][C@@H:10]([NH:12]C(OC(C)(C)C)=O)[CH3:11])(=[O:4])=[O:3].C(O)(C(F)(F)F)=O.ClC(Cl)C. Product: [CH3:1][S:2]([O:5][C@H:6]([CH3:30])[CH2:7][N:8]([CH2:9][C@@H:10]([NH2:12])[CH3:11])[C:20]([O:22][CH2:23][C:24]1[CH:29]=[CH:28][CH:27]=[CH:26][CH:25]=1)=[O:21])(=[O:4])=[O:3]. The catalyst class is: 4.